From a dataset of NCI-60 drug combinations with 297,098 pairs across 59 cell lines. Regression. Given two drug SMILES strings and cell line genomic features, predict the synergy score measuring deviation from expected non-interaction effect. (1) Drug 1: COC1=CC(=CC(=C1O)OC)C2C3C(COC3=O)C(C4=CC5=C(C=C24)OCO5)OC6C(C(C7C(O6)COC(O7)C8=CC=CS8)O)O. Drug 2: C1C(C(OC1N2C=C(C(=O)NC2=O)F)CO)O. Cell line: NCI-H460. Synergy scores: CSS=71.2, Synergy_ZIP=-4.92, Synergy_Bliss=-6.68, Synergy_Loewe=-1.42, Synergy_HSA=1.84. (2) Drug 2: C1=C(C(=O)NC(=O)N1)F. Synergy scores: CSS=83.6, Synergy_ZIP=0.294, Synergy_Bliss=0.253, Synergy_Loewe=-0.927, Synergy_HSA=1.87. Drug 1: C1CN1C2=NC(=NC(=N2)N3CC3)N4CC4. Cell line: MOLT-4. (3) Drug 1: C1=NC(=NC(=O)N1C2C(C(C(O2)CO)O)O)N. Drug 2: C(CC(=O)O)C(=O)CN.Cl. Cell line: UO-31. Synergy scores: CSS=12.1, Synergy_ZIP=-4.19, Synergy_Bliss=-0.788, Synergy_Loewe=-12.5, Synergy_HSA=-0.536. (4) Synergy scores: CSS=52.5, Synergy_ZIP=10.1, Synergy_Bliss=10.0, Synergy_Loewe=13.1, Synergy_HSA=13.3. Drug 1: CC12CCC(CC1=CCC3C2CCC4(C3CC=C4C5=CN=CC=C5)C)O. Drug 2: C1=NC(=NC(=O)N1C2C(C(C(O2)CO)O)O)N. Cell line: SR.